Task: Predict which catalyst facilitates the given reaction.. Dataset: Catalyst prediction with 721,799 reactions and 888 catalyst types from USPTO (1) Reactant: [F:1][C:2]1[CH:29]=[C:28]2[C:5]([CH2:6][CH2:7][C:8]3[C:9]2=[N:10][O:11][C:12]=3[C:13]2[O:17][N:16]=[C:15]([C:18]3[CH:23]=[CH:22][CH:21]=[CH:20][CH:19]=3)[C:14]=2[C:24]([F:27])([F:26])[F:25])=[CH:4][C:3]=1[C:30]([O:32]C)=[O:31].O.[OH-].[Li+]. Product: [F:1][C:2]1[CH:29]=[C:28]2[C:5]([CH2:6][CH2:7][C:8]3[C:9]2=[N:10][O:11][C:12]=3[C:13]2[O:17][N:16]=[C:15]([C:18]3[CH:19]=[CH:20][CH:21]=[CH:22][CH:23]=3)[C:14]=2[C:24]([F:25])([F:27])[F:26])=[CH:4][C:3]=1[C:30]([OH:32])=[O:31]. The catalyst class is: 20. (2) Reactant: Br.[NH2:2][C:3]1[CH:8]=[CH:7][CH:6]=[C:5]([CH2:9][CH3:10])[C:4]=1[OH:11].C(OCC)(=O)C.C(=O)([O-])O.[Na+].[Cl:23][CH:24]([C:28]1[CH:33]=[CH:32][CH:31]=[CH:30][CH:29]=1)[C:25](Cl)=[O:26]. Product: [Cl:23][CH:24]([C:28]1[CH:33]=[CH:32][CH:31]=[CH:30][CH:29]=1)[C:25]([NH:2][C:3]1[CH:8]=[CH:7][CH:6]=[C:5]([CH2:9][CH3:10])[C:4]=1[OH:11])=[O:26]. The catalyst class is: 6. (3) Reactant: [Cl:1][C:2]1[CH:3]=[CH:4][C:5]([N:21]2[CH:25]=[N:24][N:23]=[N:22]2)=[C:6]([C:8]2[CH:16]=[C:15]3[N:11]([C@H:12]([C:17]([OH:19])=[O:18])[CH2:13][CH2:14]3)[C:10](=[O:20])[CH:9]=2)[CH:7]=1.C(=O)([O-])[O-].[K+].[K+].Br[CH2:33][C:34]([C:36]1[CH:41]=[CH:40][CH:39]=[CH:38][CH:37]=1)=[O:35]. The catalyst class is: 42. Product: [Cl:1][C:2]1[CH:3]=[CH:4][C:5]([N:21]2[CH:25]=[N:24][N:23]=[N:22]2)=[C:6]([C:8]2[CH:16]=[C:15]3[N:11]([C@H:12]([C:17]([O:19][CH2:33][C:34](=[O:35])[C:36]4[CH:41]=[CH:40][CH:39]=[CH:38][CH:37]=4)=[O:18])[CH2:13][CH2:14]3)[C:10](=[O:20])[CH:9]=2)[CH:7]=1. (4) Reactant: [F:1][C:2]1[CH:36]=[CH:35][C:5]([CH2:6][N:7]2[C:15]3[C:10](=[CH:11][CH:12]=[CH:13][CH:14]=3)[C:9]3[CH2:16][CH:17]([C:27](=[O:34])[NH:28][CH2:29][C:30]([O:32][CH3:33])=[O:31])[N:18](C(OC(C)(C)C)=O)[CH2:19][C:8]2=3)=[CH:4][CH:3]=1.C(O)(C(F)(F)F)=O. Product: [F:1][C:2]1[CH:36]=[CH:35][C:5]([CH2:6][N:7]2[C:15]3[C:10](=[CH:11][CH:12]=[CH:13][CH:14]=3)[C:9]3[CH2:16][CH:17]([C:27]([NH:28][CH2:29][C:30]([O:32][CH3:33])=[O:31])=[O:34])[NH:18][CH2:19][C:8]2=3)=[CH:4][CH:3]=1. The catalyst class is: 2. (5) Reactant: [CH:1]12[CH2:10][CH:5]3[CH2:6][CH:7]([CH2:9][CH:3]([CH2:4]3)[C:2]1=[CH:11][C:12]([O:14][CH3:15])=[O:13])[CH2:8]2.C([O-])=O.[NH4+]. Product: [CH:3]12[CH2:9][CH:7]3[CH2:6][CH:5]([CH2:10][CH:1]([CH2:8]3)[CH:2]1[CH2:11][C:12]([O:14][CH3:15])=[O:13])[CH2:4]2. The catalyst class is: 19. (6) Reactant: [N:1]1[C:6]2[NH:7][CH:8]=[CH:9][C:5]=2[C:4]([N:10]2[C@H:18]3[C@H:13]([N:14]([C:19]([NH:21][CH2:22][C:23]4[CH:32]=[CH:31][C:26]([C:27]([O:29]C)=[O:28])=[CH:25][CH:24]=4)=[O:20])[CH2:15][CH2:16][CH2:17]3)[CH2:12][CH2:11]2)=[N:3][CH:2]=1.[OH-].[Li+]. Product: [N:1]1[C:6]2[NH:7][CH:8]=[CH:9][C:5]=2[C:4]([N:10]2[C@H:18]3[C@H:13]([N:14]([C:19]([NH:21][CH2:22][C:23]4[CH:24]=[CH:25][C:26]([C:27]([OH:29])=[O:28])=[CH:31][CH:32]=4)=[O:20])[CH2:15][CH2:16][CH2:17]3)[CH2:12][CH2:11]2)=[N:3][CH:2]=1. The catalyst class is: 5.